Dataset: Forward reaction prediction with 1.9M reactions from USPTO patents (1976-2016). Task: Predict the product of the given reaction. (1) Given the reactants [N:1]1([CH2:6][C:7]2[CH:8]=[C:9]([CH:38]=[C:39]([Cl:41])[CH:40]=2)/[CH:10]=[CH:11]/[C:12]2[CH:17]=[CH:16][C:15]([N:18]3[CH2:23][CH2:22][N:21]([S:24]([C:27]4[CH:32]=[CH:31]C=C(OC(F)(F)F)C=4)(=[O:26])=[O:25])[CH2:20][CH2:19]3)=[CH:14][CH:13]=2)[CH:5]=[CH:4][N:3]=[CH:2]1.[Cl:42]CCCS(Cl)(=O)=O.FC(F)(F)OC1C=C(S(Cl)(=O)=O)C=CC=1, predict the reaction product. The product is: [N:1]1([CH2:6][C:7]2[CH:8]=[C:9]([CH:38]=[C:39]([Cl:41])[CH:40]=2)/[CH:10]=[CH:11]/[C:12]2[CH:17]=[CH:16][C:15]([N:18]3[CH2:23][CH2:22][N:21]([S:24]([CH2:27][CH2:32][CH2:31][Cl:42])(=[O:25])=[O:26])[CH2:20][CH2:19]3)=[CH:14][CH:13]=2)[CH:5]=[CH:4][N:3]=[CH:2]1. (2) Given the reactants [NH2:1][C@H:2]([C:4]([OH:6])=[O:5])[CH3:3].[OH-].[K+].[Cl:9][C:10]1[CH:18]=[CH:17][C:13]([C:14](Cl)=[O:15])=[CH:12][CH:11]=1.Cl, predict the reaction product. The product is: [Cl:9][C:10]1[CH:18]=[CH:17][C:13]([C:14]([NH:1][CH:2]([CH3:3])[C:4]([OH:6])=[O:5])=[O:15])=[CH:12][CH:11]=1. (3) Given the reactants F[C:2]1[CH:9]=[C:8]([F:10])[CH:7]=[CH:6][C:3]=1[C:4]#[N:5].C(O)(=O)C.[CH:15](N)=[NH:16].[H-].[Na+].C([O-])(O)=O.[Na+].CC([N:28](C)C)=O, predict the reaction product. The product is: [F:10][C:8]1[CH:9]=[C:2]2[C:3]([C:4]([NH2:28])=[N:5][CH:15]=[N:16]2)=[CH:6][CH:7]=1. (4) Given the reactants [Cl-].[CH3:2][O:3][CH2:4][P+](C1C=CC=CC=1)(C1C=CC=CC=1)C1C=CC=CC=1.[H-].[Na+].[CH3:26][C:27]1[C:28]([C:34]([CH:36]2[CH2:38][CH2:37]2)=O)=[N:29][CH:30]=[CH:31][C:32]=1[Cl:33], predict the reaction product. The product is: [CH:36]1([C:34]([C:28]2[C:27]([CH3:26])=[C:32]([Cl:33])[CH:31]=[CH:30][N:29]=2)=[CH:2][O:3][CH3:4])[CH2:38][CH2:37]1. (5) Given the reactants [NH2:1][CH2:2][C@@H:3]1[C@H:8]([CH3:9])[CH2:7][CH2:6][CH2:5][N:4]1[C:10]([C:12]1[CH:17]=[C:16](C)[CH:15]=[CH:14][C:13]=1C1C=NN(C)C=1)=[O:11].[N:25]1[N:26](C2C=CC=CC=2C(O)=O)[N:27]=[CH:28][CH:29]=1, predict the reaction product. The product is: [N:25]1[N:26]([C:13]2[CH:14]=[CH:15][CH:16]=[CH:17][C:12]=2[C:10]([N:4]2[CH2:5][CH2:6][CH2:7][C@@H:8]([CH3:9])[C@H:3]2[CH2:2][NH2:1])=[O:11])[N:27]=[CH:28][CH:29]=1. (6) Given the reactants [CH2:1]([CH:4]([CH2:15][CH:16]=[CH2:17])[CH2:5][O:6][SiH2:7][C:8]1[CH:13]=[CH:12][C:11](I)=[CH:10][CH:9]=1)[CH:2]=[CH2:3].C([O-])([O-])=O.[K+].[K+].[CH3:24][O:25][C:26]1[CH:31]=[CH:30][C:29](B(O)O)=[CH:28][CH:27]=1, predict the reaction product. The product is: [CH2:1]([CH:4]([CH2:15][CH:16]=[CH2:17])[CH2:5][O:6][SiH2:7][C:8]1[CH:13]=[CH:12][C:11]([C:29]2[CH:30]=[CH:31][C:26]([O:25][CH3:24])=[CH:27][CH:28]=2)=[CH:10][CH:9]=1)[CH:2]=[CH2:3]. (7) The product is: [Cl:44][C:39]1[C:38]2[C:42](=[CH:43][C:35]([C:33]([NH:32][C@H:25]([C:26]3[CH:31]=[CH:30][CH:29]=[CH:28][CH:27]=3)[CH2:24][O:23][CH2:22][CH:19]3[CH2:18][CH2:17][NH:16][CH2:21][CH2:20]3)=[O:34])=[CH:36][CH:37]=2)[NH:41][CH:40]=1. Given the reactants C1(OC)C=CC=CC=1.C(OC([N:16]1[CH2:21][CH2:20][CH:19]([CH2:22][O:23][CH2:24][C@H:25]([NH:32][C:33]([C:35]2[CH:43]=[C:42]3[C:38]([C:39]([Cl:44])=[CH:40][NH:41]3)=[CH:37][CH:36]=2)=[O:34])[C:26]2[CH:31]=[CH:30][CH:29]=[CH:28][CH:27]=2)[CH2:18][CH2:17]1)=O)(C)(C)C, predict the reaction product. (8) Given the reactants [NH2:1][C:2]1[C:3]([C:12]([NH:14][C@H:15]([C:22]([O:24][CH3:25])=[O:23])[CH2:16][O:17][CH2:18][CH2:19][CH2:20][CH3:21])=[O:13])=[CH:4][C:5]2[C:10]([CH:11]=1)=[CH:9][CH:8]=[CH:7][CH:6]=2.[N:26]([C:29]1[C:34]([CH3:35])=[CH:33][C:32]([CH3:36])=[CH:31][C:30]=1[CH3:37])=[C:27]=[O:28], predict the reaction product. The product is: [CH2:18]([O:17][CH2:16][C@@H:15]([C:22]([O:24][CH3:25])=[O:23])[NH:14][C:12]([C:3]1[C:2]([NH:1][C:27]([NH:26][C:29]2[C:30]([CH3:37])=[CH:31][C:32]([CH3:36])=[CH:33][C:34]=2[CH3:35])=[O:28])=[CH:11][C:10]2[C:5](=[CH:6][CH:7]=[CH:8][CH:9]=2)[CH:4]=1)=[O:13])[CH2:19][CH2:20][CH3:21]. (9) Given the reactants [CH3:1][S:2]([N:5]1[CH2:10][CH2:9][N:8]([CH2:11][C:12]2[S:28][C:15]3[N:16]=[C:17](SC)[N:18]=[C:19]([N:20]4[CH2:25][CH2:24][O:23][CH2:22][CH2:21]4)[C:14]=3[CH:13]=2)[CH2:7][CH2:6]1)(=[O:4])=[O:3].[C:29]1([C:35]2[CH:36]=[N:37][CH:38]=[C:39]([Sn](CCCC)(CCCC)CCCC)[CH:40]=2)[CH:34]=[CH:33][CH:32]=[CH:31][CH:30]=1, predict the reaction product. The product is: [CH3:1][S:2]([N:5]1[CH2:6][CH2:7][N:8]([CH2:11][C:12]2[S:28][C:15]3[N:16]=[C:17]([C:39]4[CH:38]=[N:37][CH:36]=[C:35]([C:29]5[CH:30]=[CH:31][CH:32]=[CH:33][CH:34]=5)[CH:40]=4)[N:18]=[C:19]([N:20]4[CH2:25][CH2:24][O:23][CH2:22][CH2:21]4)[C:14]=3[CH:13]=2)[CH2:9][CH2:10]1)(=[O:3])=[O:4]. (10) The product is: [CH2:26]([N:3]([CH2:1][CH3:2])[C:4]1[CH:9]=[C:8]([C:10]2[O:14][N:13]=[C:12]([C:15]3[CH:20]=[C:19]([CH3:21])[C:18]([O:22][CH2:28][C@H:30]4[CH2:31][O:32]4)=[C:17]([CH2:23][CH3:24])[CH:16]=3)[N:11]=2)[CH:7]=[C:6]([CH3:25])[N:5]=1)[CH3:27]. Given the reactants [CH2:1]([N:3]([CH2:26][CH3:27])[C:4]1[CH:9]=[C:8]([C:10]2[O:14][N:13]=[C:12]([C:15]3[CH:20]=[C:19]([CH3:21])[C:18]([OH:22])=[C:17]([CH2:23][CH3:24])[CH:16]=3)[N:11]=2)[CH:7]=[C:6]([CH3:25])[N:5]=1)[CH3:2].[CH2:28]([C@H:30]1[O:32][CH2:31]1)Cl, predict the reaction product.